Task: Predict the product of the given reaction.. Dataset: Forward reaction prediction with 1.9M reactions from USPTO patents (1976-2016) (1) Given the reactants [CH3:1][O:2][C:3](=[O:16])[C@H:4]([CH2:6][NH:7][C:8](=[O:15])[C:9]1[CH:14]=[CH:13][CH:12]=[CH:11][CH:10]=1)[NH2:5].[Cl:17][C:18]1[CH:26]=[C:25]([C:27]([NH:29][CH2:30][C:31]2[CH:39]=[CH:38][CH:37]=[C:36]3[C:32]=2[CH:33]=[CH:34][NH:35]3)=[O:28])[CH:24]=[CH:23][C:19]=1[C:20](O)=[O:21].C1C=CC2N(O)N=NC=2C=1.CCN=C=NCCCN(C)C, predict the reaction product. The product is: [CH3:1][O:2][C:3](=[O:16])[C@H:4]([CH2:6][NH:7][C:8](=[O:15])[C:9]1[CH:14]=[CH:13][CH:12]=[CH:11][CH:10]=1)[NH:5][C:20](=[O:21])[C:19]1[CH:23]=[CH:24][C:25]([C:27]([NH:29][CH2:30][C:31]2[CH:39]=[CH:38][CH:37]=[C:36]3[C:32]=2[CH:33]=[CH:34][NH:35]3)=[O:28])=[CH:26][C:18]=1[Cl:17]. (2) Given the reactants [CH3:1][S:2][C:3]1[CH:8]=[CH:7][C:6]([C:9](=O)[CH2:10][C:11]([O:13]C)=O)=[CH:5][CH:4]=1.Cl.[CH3:17][CH:18]([NH:20][NH2:21])[CH3:19].C(N(CC)CC)C, predict the reaction product. The product is: [CH3:1][S:2][C:3]1[CH:4]=[CH:5][C:6]([C:9]2[CH:10]=[C:11]([OH:13])[N:20]([CH:18]([CH3:19])[CH3:17])[N:21]=2)=[CH:7][CH:8]=1. (3) The product is: [F:33][C:2]([F:1])([F:32])[C:3]1[CH:4]=[C:5]([C@H:13]([O:15][C@H:16]2[O:24][CH2:23][C@@H:19]3[CH2:20][N:21]([C:40]([C:37]4[NH:36][C:35](=[O:34])[NH:39][N:38]=4)=[O:41])[CH2:22][C@H:18]3[C@@H:17]2[C:25]2[CH:30]=[CH:29][CH:28]=[CH:27][C:26]=2[CH3:31])[CH3:14])[CH:6]=[C:7]([C:9]([F:10])([F:11])[F:12])[CH:8]=1. Given the reactants [F:1][C:2]([F:33])([F:32])[C:3]1[CH:4]=[C:5]([C@H:13]([O:15][C@H:16]2[O:24][CH2:23][C@@H:19]3[CH2:20][NH:21][CH2:22][C@H:18]3[C@@H:17]2[C:25]2[CH:30]=[CH:29][CH:28]=[CH:27][C:26]=2[CH3:31])[CH3:14])[CH:6]=[C:7]([C:9]([F:12])([F:11])[F:10])[CH:8]=1.[O:34]=[C:35]1[NH:39][N:38]=[C:37]([C:40](O)=[O:41])[NH:36]1, predict the reaction product. (4) Given the reactants Cl.[F:2][C:3]1[CH:4]=[C:5]([CH:45]=[CH:46][CH:47]=1)[CH2:6][N:7]1[C:11]([CH3:12])=[C:10]([C:13]2[C:21]3[C:16](=[N:17][CH:18]=[C:19]([C:22]4[CH:27]=[CH:26][C:25]([N:28]5[CH2:33][CH2:32][NH:31][CH2:30][CH2:29]5)=[CH:24][CH:23]=4)[CH:20]=3)[N:15]([S:34]([C:37]3[CH:43]=[CH:42][C:40]([CH3:41])=[CH:39][CH:38]=3)(=[O:36])=[O:35])[CH:14]=2)[C:9]([CH3:44])=[N:8]1.CCN(C(C)C)[CH:51]([CH3:53])[CH3:52].C([OH:59])C, predict the reaction product. The product is: [F:2][C:3]1[CH:4]=[C:5]([CH:45]=[CH:46][CH:47]=1)[CH2:6][N:7]1[C:11]([CH3:12])=[C:10]([C:13]2[C:21]3[C:16](=[N:17][CH:18]=[C:19]([C:22]4[CH:27]=[CH:26][C:25]([N:28]5[CH2:29][CH2:30][N:31]([CH2:52][C@@H:51]([OH:59])[CH3:53])[CH2:32][CH2:33]5)=[CH:24][CH:23]=4)[CH:20]=3)[N:15]([S:34]([C:37]3[CH:43]=[CH:42][C:40]([CH3:41])=[CH:39][CH:38]=3)(=[O:35])=[O:36])[CH:14]=2)[C:9]([CH3:44])=[N:8]1. (5) Given the reactants [C:1]([C:5]1[CH:6]=[C:7]([NH:11][C:12](=[O:25])[C:13]2[CH:18]=[CH:17][C:16]([CH:19]3[CH2:24][CH2:23][NH:22][CH2:21][CH2:20]3)=[CH:15][CH:14]=2)[CH:8]=[CH:9][CH:10]=1)([CH3:4])([CH3:3])[CH3:2].[C:26]([O:30][C:31](=[O:39])[C:32]1[CH:37]=[CH:36][C:35](Br)=[CH:34][CH:33]=1)([CH3:29])([CH3:28])[CH3:27].C(C1C=C(NC(C2C=CC(N3CCN(C4C=CC(C(O)=O)=CC=4)CC3)=C(F)C=2)=O)C=CC=1)(C)(C)C, predict the reaction product. The product is: [C:26]([O:30][C:31](=[O:39])[C:32]1[CH:37]=[CH:36][C:35]([N:22]2[CH2:23][CH2:24][CH:19]([C:16]3[CH:15]=[CH:14][C:13]([C:12](=[O:25])[NH:11][C:7]4[CH:8]=[CH:9][CH:10]=[C:5]([C:1]([CH3:4])([CH3:2])[CH3:3])[CH:6]=4)=[CH:18][CH:17]=3)[CH2:20][CH2:21]2)=[CH:34][CH:33]=1)([CH3:29])([CH3:27])[CH3:28]. (6) Given the reactants [CH3:1][N:2]([CH3:49])[CH2:3][C:4]([N:6]1[C:15]2[C:10](=[CH:11][C:12]([O:47][CH3:48])=[C:13]([NH:16][C:17]3[N:30]4[C:21](=[N:22][C:23]5[C:28]([C:29]4=[O:31])=[C:27]([F:32])[C:26]([F:33])=[CH:25][CH:24]=5)[C:20]4[CH:34]=[CH:35][N:36]([S:37]([C:40]5[CH:45]=[CH:44][C:43]([CH3:46])=[CH:42][CH:41]=5)(=[O:39])=[O:38])[C:19]=4[N:18]=3)[CH:14]=2)[CH2:9][CH2:8][CH2:7]1)=[O:5].[CH3:50][NH2:51], predict the reaction product. The product is: [CH3:1][N:2]([CH3:49])[CH2:3][C:4]([N:6]1[C:15]2[C:10](=[CH:11][C:12]([O:47][CH3:48])=[C:13]([NH:16][C:17]3[N:30]=[C:21]([NH:22][C:23]4[C:28]([C:29]([NH:51][CH3:50])=[O:31])=[C:27]([F:32])[C:26]([F:33])=[CH:25][CH:24]=4)[C:20]4[CH:34]=[CH:35][N:36]([S:37]([C:40]5[CH:45]=[CH:44][C:43]([CH3:46])=[CH:42][CH:41]=5)(=[O:38])=[O:39])[C:19]=4[N:18]=3)[CH:14]=2)[CH2:9][CH2:8][CH2:7]1)=[O:5]. (7) Given the reactants [Br:1][C:2]1[CH:3]=[C:4]([S:8]([NH:11][CH2:12][C:13]2[CH:18]=[CH:17][C:16]([O:19][CH3:20])=[CH:15][CH:14]=2)(=[O:10])=[O:9])[CH:5]=[CH:6][CH:7]=1.[H-].[Na+].[CH3:23][O:24][C:25]1[CH:32]=[CH:31][C:28]([CH2:29]Cl)=[CH:27][CH:26]=1.O, predict the reaction product. The product is: [Br:1][C:2]1[CH:3]=[C:4]([S:8]([N:11]([CH2:29][C:28]2[CH:31]=[CH:32][C:25]([O:24][CH3:23])=[CH:26][CH:27]=2)[CH2:12][C:13]2[CH:18]=[CH:17][C:16]([O:19][CH3:20])=[CH:15][CH:14]=2)(=[O:9])=[O:10])[CH:5]=[CH:6][CH:7]=1. (8) Given the reactants [N+:1]([C:4]1[N:5]=[C:6]2[N:10]([CH:11]=1)[CH2:9][C@H:8]([CH2:12][N:13]1[CH2:18][CH2:17][N:16]([C:19](OC(C)(C)C)=O)[CH2:15][CH2:14]1)[O:7]2)([O-:3])=[O:2].FC(F)(F)C(O)=O.C(N(CC)CC)C.[F:40][C:41]([F:51])([F:50])[C:42]1[CH:49]=[CH:48][C:45](C=O)=[CH:44][CH:43]=1.[B-]C#N.[Na+].C(O)(=O)C, predict the reaction product. The product is: [N+:1]([C:4]1[N:5]=[C:6]2[N:10]([CH:11]=1)[CH2:9][C@H:8]([CH2:12][N:13]1[CH2:14][CH2:15][N:16]([CH2:19][C:45]3[CH:48]=[CH:49][C:42]([C:41]([F:51])([F:50])[F:40])=[CH:43][CH:44]=3)[CH2:17][CH2:18]1)[O:7]2)([O-:3])=[O:2]. (9) Given the reactants [O:1]1[C:5]2[CH:6]=[CH:7][CH:8]=[N:9][C:4]=2[CH2:3][C:2]1=O.[OH-].[Na+].P(Cl)(Cl)([Cl:15])=O, predict the reaction product. The product is: [Cl:15][C:2]1[O:1][C:5]2[CH:6]=[CH:7][CH:8]=[N:9][C:4]=2[CH:3]=1. (10) The product is: [CH3:13][S:14]([O:5][CH2:2][C:3]#[C:4][CH3:6])(=[O:16])=[O:15]. Given the reactants C[CH:2]([OH:5])[C:3]#[CH:4].[CH2:6](N(CC)CC)C.[CH3:13][S:14](Cl)(=[O:16])=[O:15], predict the reaction product.